This data is from Clinical trial toxicity outcomes and FDA approval status for drugs. The task is: Regression/Classification. Given a drug SMILES string, predict its toxicity properties. Task type varies by dataset: regression for continuous values (e.g., LD50, hERG inhibition percentage) or binary classification for toxic/non-toxic outcomes (e.g., AMES mutagenicity, cardiotoxicity, hepatotoxicity). Dataset: clintox. (1) The molecule is CCCCCCCCc1ccc(CCC([NH3+])(CO)CO)cc1. The result is 0 (passed clinical trial). (2) The molecule is O=C(O[C@H]1C[NH+]2CCC1CC2)N1CCc2ccccc2[C@@H]1c1ccccc1. The result is 0 (passed clinical trial). (3) The compound is CC[C@@H](CO)NC(=O)[C@@H]1C=C2c3cccc4c3c(cn4C)C[C@H]2[NH+](C)C1. The result is 0 (passed clinical trial). (4) The compound is C[C@@H](O)[C@H]1C(=O)N2C(C(=O)[O-])=C(SCC/[NH+]=C/N)C[C@H]12. The result is 0 (passed clinical trial). (5) The result is 0 (passed clinical trial). The molecule is CC1(C)C[C@@H]1C(=O)N/C(=C\CCCCSC[C@H]([NH3+])C(=O)[O-])C(=O)[O-]. (6) The compound is C[NH+]1[C@@H]2CC[C@@H]1CC(OC(c1ccccc1)c1ccccc1)C2. The result is 0 (passed clinical trial). (7) The drug is CC(C)c1cccc(C(C)C)c1NC(=O)C[NH+](CC(=O)[O-])CC(=O)[O-]. The result is 0 (passed clinical trial).